This data is from Catalyst prediction with 721,799 reactions and 888 catalyst types from USPTO. The task is: Predict which catalyst facilitates the given reaction. (1) Reactant: [CH3:1][O:2][C:3]1[CH:4]=[C:5]2[C:9](=[CH:10][CH:11]=1)[NH:8][C:7](=[O:12])[CH2:6]2.[CH:13]([C:15]1[NH:19][C:18]2[CH2:20][CH2:21][CH2:22][CH2:23][CH2:24][C:17]=2[C:16]=1[CH2:25][CH2:26][C:27]([OH:29])=[O:28])=O.N1CCCCC1. Product: [CH3:1][O:2][C:3]1[CH:4]=[C:5]2[C:9](=[CH:10][CH:11]=1)[NH:8][C:7](=[O:12])/[C:6]/2=[CH:13]\[C:15]1[NH:19][C:18]2[CH2:20][CH2:21][CH2:22][CH2:23][CH2:24][C:17]=2[C:16]=1[CH2:25][CH2:26][C:27]([OH:29])=[O:28]. The catalyst class is: 8. (2) Reactant: [Si:1]([O:8][C@H:9]([C:32]1[CH:33]=[N:34][C:35](Cl)=[CH:36][CH:37]=1)[C@H:10]1[CH2:14][CH2:13][C@H:12]([CH2:15][C:16]2[CH:21]=[CH:20][C:19]([N+:22]([O-])=O)=[CH:18][CH:17]=2)[N:11]1[C:25]([O:27][C:28]([CH3:31])([CH3:30])[CH3:29])=[O:26])([C:4]([CH3:7])([CH3:6])[CH3:5])([CH3:3])[CH3:2].C([O-])(=O)C.[K+]. Product: [NH2:22][C:19]1[CH:20]=[CH:21][C:16]([CH2:15][C@H:12]2[CH2:13][CH2:14][C@H:10]([C@H:9]([O:8][Si:1]([C:4]([CH3:7])([CH3:5])[CH3:6])([CH3:3])[CH3:2])[C:32]3[CH:33]=[N:34][CH:35]=[CH:36][CH:37]=3)[N:11]2[C:25]([O:27][C:28]([CH3:31])([CH3:30])[CH3:29])=[O:26])=[CH:17][CH:18]=1. The catalyst class is: 63. (3) Reactant: C[O:2][C:3]([C:5]1[C:6]2[CH:7]=[CH:8][N:9]([CH:20]([CH3:22])[CH3:21])[C:10]=2[CH:11]=[C:12]([O:14][CH2:15][CH2:16][N:17]([CH3:19])[CH3:18])[CH:13]=1)=[O:4].O[Li].O. Product: [CH3:19][N:17]([CH3:18])[CH2:16][CH2:15][O:14][C:12]1[CH:13]=[C:5]([C:3]([OH:4])=[O:2])[C:6]2[CH:7]=[CH:8][N:9]([CH:20]([CH3:22])[CH3:21])[C:10]=2[CH:11]=1. The catalyst class is: 20.